Dataset: Forward reaction prediction with 1.9M reactions from USPTO patents (1976-2016). Task: Predict the product of the given reaction. Given the reactants [CH2:1]([C:3]1[CH:4]=[CH:5][CH:6]=[C:7]2[C:12]=1[NH:11][C:10](=[O:13])[CH2:9][C:8]2([CH3:15])[CH3:14])[CH3:2].[Cl-].[Al+3].[Cl-].[Cl-].[Cl:20][CH2:21][CH2:22][C:23](Cl)=[O:24], predict the reaction product. The product is: [Cl:20][CH2:21][CH2:22][C:23]([C:5]1[CH:6]=[C:7]2[C:12](=[C:3]([CH2:1][CH3:2])[CH:4]=1)[NH:11][C:10](=[O:13])[CH2:9][C:8]2([CH3:14])[CH3:15])=[O:24].